This data is from Forward reaction prediction with 1.9M reactions from USPTO patents (1976-2016). The task is: Predict the product of the given reaction. (1) Given the reactants [C:9](O[C:9]([O:11][C:12]([CH3:15])([CH3:14])[CH3:13])=[O:10])([O:11][C:12]([CH3:15])([CH3:14])[CH3:13])=[O:10].[NH2:16][C:17]1[C:22]([CH3:23])=[CH:21][C:20]([OH:24])=[C:19]([CH3:25])[C:18]=1[CH3:26].O, predict the reaction product. The product is: [OH:24][C:20]1[CH:21]=[C:22]([CH3:23])[C:17]([NH:16][C:9](=[O:10])[O:11][C:12]([CH3:13])([CH3:14])[CH3:15])=[C:18]([CH3:26])[C:19]=1[CH3:25]. (2) Given the reactants [NH2:1][C:2]1[CH:7]=[CH:6][C:5]([C@@H:8]2[CH2:10][C@H:9]2[C:11]([OH:13])=[O:12])=[CH:4][CH:3]=1.[F:14][C:15]([F:30])([F:29])[C:16]1[CH:21]=[CH:20][C:19]([C:22]2[O:26][C:25]([CH:27]=O)=[CH:24][CH:23]=2)=[CH:18][CH:17]=1.C(O[BH-](OC(=O)C)OC(=O)C)(=O)C.[Na+].[OH2:45], predict the reaction product. The product is: [F:14][C:15]([F:30])([F:29])[C:16]([OH:12])=[O:45].[F:30][C:15]([F:14])([F:29])[C:16]1[CH:17]=[CH:18][C:19]([C:22]2[O:26][C:25]([CH2:27][NH:1][C:2]3[CH:3]=[CH:4][C:5]([C@@H:8]4[CH2:10][C@H:9]4[C:11]([OH:13])=[O:12])=[CH:6][CH:7]=3)=[CH:24][CH:23]=2)=[CH:20][CH:21]=1. (3) Given the reactants C(OC([N:8]1[C:16]2[C:11](=[C:12]([CH2:18][N:19]3[C:23]4[CH:24]=[CH:25][CH:26]=[CH:27][C:22]=4[N:21]([CH2:28][CH2:29][C:30]([O:32][CH3:33])=[O:31])[C:20]3=[O:34])[CH:13]=[C:14]([Cl:17])[CH:15]=2)[CH:10]=[CH:9]1)=O)(C)(C)C.FC(F)(F)C(O)=O, predict the reaction product. The product is: [CH3:33][O:32][C:30](=[O:31])[CH2:29][CH2:28][N:21]1[C:22]2[CH:27]=[CH:26][CH:25]=[CH:24][C:23]=2[N:19]([CH2:18][C:12]2[CH:13]=[C:14]([Cl:17])[CH:15]=[C:16]3[C:11]=2[CH:10]=[CH:9][NH:8]3)[C:20]1=[O:34].